Dataset: Reaction yield outcomes from USPTO patents with 853,638 reactions. Task: Predict the reaction yield, written as a fraction of the theoretical maximum amount of product (1.0 means a 100% yield; for example, 0.34 means a 34% yield). (1) The reactants are [CH3:1][C:2]1[CH:26]=[CH:25][C:5]2[NH:6][C:7]3[CH:24]=[CH:23][CH:22]=[CH:21][C:8]=3[N:9]=[C:10]([N:11]3[CH2:16][CH2:15][NH:14][C@@H:13]([CH2:17][CH2:18][O:19][CH3:20])[CH2:12]3)[C:4]=2[CH:3]=1.C=O.[C:29](O[BH-](OC(=O)C)OC(=O)C)(=O)C.[Na+]. The catalyst is ClCCCl. The product is [CH3:1][C:2]1[CH:26]=[CH:25][C:5]2[NH:6][C:7]3[CH:24]=[CH:23][CH:22]=[CH:21][C:8]=3[N:9]=[C:10]([N:11]3[CH2:16][CH2:15][N:14]([CH3:29])[C@@H:13]([CH2:17][CH2:18][O:19][CH3:20])[CH2:12]3)[C:4]=2[CH:3]=1. The yield is 0.890. (2) The reactants are [CH3:1][O:2][C:3]1[CH:8]=[C:7]([N:9]2[CH2:14][CH2:13][N:12]([CH3:15])[CH2:11][CH2:10]2)[CH:6]=[CH:5][C:4]=1[NH:16][C:17]1[N:26]=[C:25]([O:27][C:28]2[CH:33]=[CH:32][CH:31]=[C:30]([N+:34]([O-])=O)[CH:29]=2)[C:24]2[C:19](=[CH:20][CH:21]=[CH:22][CH:23]=2)[N:18]=1. The catalyst is C(O)C.[Pd]. The product is [NH2:34][C:30]1[CH:29]=[C:28]([CH:33]=[CH:32][CH:31]=1)[O:27][C:25]1[C:24]2[C:19](=[CH:20][CH:21]=[CH:22][CH:23]=2)[N:18]=[C:17]([NH:16][C:4]2[CH:5]=[CH:6][C:7]([N:9]3[CH2:10][CH2:11][N:12]([CH3:15])[CH2:13][CH2:14]3)=[CH:8][C:3]=2[O:2][CH3:1])[N:26]=1. The yield is 0.427. (3) The reactants are [Cl-].[NH4+].[CH2:3]([O:10][C:11]1[CH:16]=[CH:15][C:14]([N+:17]([O-])=O)=[CH:13][N:12]=1)[C:4]1[CH:9]=[CH:8][CH:7]=[CH:6][CH:5]=1. The catalyst is O.C1COCC1.[Fe]. The product is [CH2:3]([O:10][C:11]1[N:12]=[CH:13][C:14]([NH2:17])=[CH:15][CH:16]=1)[C:4]1[CH:5]=[CH:6][CH:7]=[CH:8][CH:9]=1. The yield is 1.00. (4) The reactants are [CH3:1][C:2]1([C:5]2[NH:6][C:7]3[C:12]([CH:13]=2)=[CH:11][C:10]([N+:14]([O-])=O)=[CH:9][CH:8]=3)[CH2:4][CH2:3]1. The product is [CH3:1][C:2]1([C:5]2[NH:6][C:7]3[C:12]([CH:13]=2)=[CH:11][C:10]([NH2:14])=[CH:9][CH:8]=3)[CH2:4][CH2:3]1. The yield is 0.280. The catalyst is CCO.[Ni]. (5) The product is [Cl:25][C:8]1[N:6]2[CH:7]=[C:2]([NH:1][C:37](=[O:39])[CH3:38])[CH:3]=[C:4]([C:26]([F:29])([F:28])[F:27])[C:5]2=[N:10][C:9]=1[C:11]([N:13]1[CH2:14][CH2:15][CH:16]([N:19]2[CH2:23][CH2:22][O:21][C:20]2=[O:24])[CH2:17][CH2:18]1)=[O:12]. The reactants are [NH2:1][C:2]1[CH:3]=[C:4]([C:26]([F:29])([F:28])[F:27])[C:5]2[N:6]([C:8]([Cl:25])=[C:9]([C:11]([N:13]3[CH2:18][CH2:17][CH:16]([N:19]4[CH2:23][CH2:22][O:21][C:20]4=[O:24])[CH2:15][CH2:14]3)=[O:12])[N:10]=2)[CH:7]=1.C(N(CC)CC)C.[C:37](Cl)(=[O:39])[CH3:38]. The catalyst is CN(C=O)C.CCOC(C)=O. The yield is 0.388. (6) The reactants are C(=O)([O-])[O-].[K+].[K+].I[CH:8]([CH3:10])[CH3:9].[Br:11][C:12]1[CH:17]=[CH:16][C:15]([OH:18])=[C:14]([CH2:19][CH3:20])[CH:13]=1. The catalyst is CN(C=O)C. The product is [Br:11][C:12]1[CH:17]=[CH:16][C:15]([O:18][CH:8]([CH3:10])[CH3:9])=[C:14]([CH2:19][CH3:20])[CH:13]=1. The yield is 0.750.